Dataset: Catalyst prediction with 721,799 reactions and 888 catalyst types from USPTO. Task: Predict which catalyst facilitates the given reaction. (1) Reactant: [CH2:1]([NH:8][C:9](=[O:22])[C@H:10]([NH:14]C(=O)OC(C)(C)C)[CH2:11][O:12][CH3:13])[C:2]1[CH:7]=[CH:6][CH:5]=[CH:4][CH:3]=1.C([NH-])C1C=CC=CC=1.Cl. Product: [NH2:14][C@H:10]([CH2:11][O:12][CH3:13])[C:9]([NH:8][CH2:1][C:2]1[CH:7]=[CH:6][CH:5]=[CH:4][CH:3]=1)=[O:22]. The catalyst class is: 4. (2) Reactant: C1C(=O)N([Br:8])C(=O)C1.[Br:9][C:10]1[CH:11]=[C:12]2[C:17](=[CH:18][CH:19]=1)[N:16]=[C:15]([C:20]([O:22]CC)=[CH2:21])[CH:14]=[N:13]2. Product: [Br:8][CH2:22][C:20]([C:15]1[CH:14]=[N:13][C:12]2[C:17](=[CH:18][CH:19]=[C:10]([Br:9])[CH:11]=2)[N:16]=1)=[O:21]. The catalyst class is: 278. (3) Reactant: [C:1]([O:5][C:6]([C:8]1[N:13]=[C:12]([C:14]2[CH2:15][CH2:16][NH:17][CH2:18][CH:19]=2)[CH:11]=[CH:10][CH:9]=1)=[O:7])([CH3:4])([CH3:3])[CH3:2].C=O.[C:22]([BH3-])#N.[Na+]. Product: [C:1]([O:5][C:6]([C:8]1[N:13]=[C:12]([C:14]2[CH2:15][CH2:16][N:17]([CH3:22])[CH2:18][CH:19]=2)[CH:11]=[CH:10][CH:9]=1)=[O:7])([CH3:4])([CH3:2])[CH3:3]. The catalyst class is: 5. (4) Product: [Cl:14][C:15]1[CH:31]=[CH:30][C:18]([CH2:19][N:20]2[CH:24]=[N:23][N:22]=[C:21]2[C@H:25]2[CH2:29][CH2:28][CH2:27][N:26]2[C:2]([NH:1][C:4]2[CH:5]=[CH:6][C:7]([C:10]([F:11])([F:12])[F:13])=[CH:8][CH:9]=2)=[O:3])=[CH:17][CH:16]=1. The catalyst class is: 2. Reactant: [N:1]([C:4]1[CH:9]=[CH:8][C:7]([C:10]([F:13])([F:12])[F:11])=[CH:6][CH:5]=1)=[C:2]=[O:3].[Cl:14][C:15]1[CH:31]=[CH:30][C:18]([CH2:19][N:20]2[CH:24]=[N:23][N:22]=[C:21]2[C@H:25]2[CH2:29][CH2:28][CH2:27][NH:26]2)=[CH:17][CH:16]=1. (5) Reactant: [Br:1][C:2]1[CH:3]=[C:4]2[C:10]([CH3:11])=[CH:9][N:8](S(C3C=CC(C)=CC=3)(=O)=O)[C:5]2=[N:6][CH:7]=1.[OH-].[Na+]. Product: [Br:1][C:2]1[CH:3]=[C:4]2[C:10]([CH3:11])=[CH:9][NH:8][C:5]2=[N:6][CH:7]=1. The catalyst class is: 5. (6) Reactant: [Br:1][C:2]1[CH:3]=[C:4]([CH:9]=[C:10]([NH:12][C:13](=[O:16])[CH2:14][CH3:15])[CH:11]=1)[C:5]([O:7]C)=[O:6].[Li+].[OH-]. Product: [Br:1][C:2]1[CH:3]=[C:4]([CH:9]=[C:10]([NH:12][C:13](=[O:16])[CH2:14][CH3:15])[CH:11]=1)[C:5]([OH:7])=[O:6]. The catalyst class is: 1. (7) Reactant: [C:1](N1C=CN=C1)(N1C=CN=C1)=[O:2].[NH2:13][C:14]1[CH:19]=[C:18]([I:20])[CH:17]=[CH:16][C:15]=1[NH2:21]. Product: [I:20][C:18]1[CH:17]=[CH:16][C:15]2[NH:21][C:1](=[O:2])[NH:13][C:14]=2[CH:19]=1. The catalyst class is: 7. (8) Reactant: CS(O[CH:6]1[CH2:10][CH2:9][N:8]([C:11]([O:13][C:14]([CH3:17])([CH3:16])[CH3:15])=[O:12])[CH2:7]1)(=O)=O.[N-:18]=[N+:19]=[N-:20].[Na+]. Product: [N:18]([CH:6]1[CH2:10][CH2:9][N:8]([C:11]([O:13][C:14]([CH3:17])([CH3:16])[CH3:15])=[O:12])[CH2:7]1)=[N+:19]=[N-:20]. The catalyst class is: 3.